This data is from Reaction yield outcomes from USPTO patents with 853,638 reactions. The task is: Predict the reaction yield, written as a fraction of the theoretical maximum amount of product (1.0 means a 100% yield; for example, 0.34 means a 34% yield). (1) The reactants are [C:1](=[O:25])([O:23][CH3:24])[O:2][C:3]1[CH:8]=[C:7]([N+:9]([O-])=O)[C:6]([C:12]#[C:13][CH2:14][CH:15]([CH3:17])[CH3:16])=[CH:5][C:4]=1[CH:18]1[CH2:22][CH2:21][CH2:20][CH2:19]1. The catalyst is C(O)(=O)C.O.CO.[Zn]. The product is [C:1](=[O:25])([O:23][CH3:24])[O:2][C:3]1[CH:8]=[C:7]([NH2:9])[C:6]([C:12]#[C:13][CH2:14][CH:15]([CH3:17])[CH3:16])=[CH:5][C:4]=1[CH:18]1[CH2:19][CH2:20][CH2:21][CH2:22]1. The yield is 0.990. (2) The reactants are [C:1]([O:5][C:6]([NH:8][CH2:9][C:10]1[C:11]([CH2:27][CH:28]([CH3:30])[CH3:29])=[N:12][C:13]([CH3:26])=[C:14]([C:18]=1[C:19]1[CH:24]=[CH:23][C:22]([CH3:25])=[CH:21][CH:20]=1)[C:15]([OH:17])=[O:16])=[O:7])([CH3:4])([CH3:3])[CH3:2].O[CH2:32][C:33]1[CH:42]=[CH:41][C:36]([C:37]([O:39][CH3:40])=[O:38])=[CH:35][N:34]=1.C1(P(C2C=CC=CC=2)C2C=CC=CC=2)C=CC=CC=1.C1(C)C=CC=CC=1.N(C(OCC)=O)=NC(OCC)=O. The catalyst is O1CCCC1. The product is [C:1]([O:5][C:6]([NH:8][CH2:9][C:10]1[C:11]([CH2:27][CH:28]([CH3:30])[CH3:29])=[N:12][C:13]([CH3:26])=[C:14]([C:18]=1[C:19]1[CH:24]=[CH:23][C:22]([CH3:25])=[CH:21][CH:20]=1)[C:15]([O:17][CH2:32][C:33]1[CH:42]=[CH:41][C:36]([C:37]([O:39][CH3:40])=[O:38])=[CH:35][N:34]=1)=[O:16])=[O:7])([CH3:4])([CH3:3])[CH3:2]. The yield is 0.990. (3) No catalyst specified. The yield is 0.660. The reactants are [CH:1]([C:4]1[CH:10]=[CH:9][C:8]([CH3:11])=[CH:7][C:5]=1[NH2:6])([CH3:3])[CH3:2].C(=O)(O)[O-].[Na+].[Cl:17][CH2:18][C:19](Cl)=[O:20]. The product is [Cl:17][CH2:18][C:19]([NH:6][C:5]1[CH:7]=[C:8]([CH3:11])[CH:9]=[CH:10][C:4]=1[CH:1]([CH3:3])[CH3:2])=[O:20]. (4) The reactants are C[O:2][C:3]([C:5]1[S:6][C:7]([C:26]2[CH:31]=[CH:30][CH:29]=[CH:28][CH:27]=2)=[CH:8][C:9]=1[N:10]([C:17]([CH:19]1[CH2:24][CH2:23][CH:22]([CH3:25])[CH2:21][CH2:20]1)=[O:18])[CH:11]1[CH2:16][CH2:15][NH:14][CH2:13][CH2:12]1)=[O:4].O.[Li+].[OH-].Cl. The catalyst is O1CCOCC1. The product is [CH3:25][CH:22]1[CH2:21][CH2:20][CH:19]([C:17]([N:10]([CH:11]2[CH2:12][CH2:13][NH:14][CH2:15][CH2:16]2)[C:9]2[CH:8]=[C:7]([C:26]3[CH:31]=[CH:30][CH:29]=[CH:28][CH:27]=3)[S:6][C:5]=2[C:3]([OH:4])=[O:2])=[O:18])[CH2:24][CH2:23]1. The yield is 0.840. (5) The catalyst is C1COCC1.N1C=CC=CC=1. The reactants are [C:1]([NH:4][C:5]1[CH:13]=[CH:12][C:8]([C:9]([OH:11])=O)=[CH:7][CH:6]=1)(=[O:3])[CH3:2].CN(C=O)C.C(Cl)(=O)C(Cl)=O.[NH2:25][C:26]1[S:30][C:29]([NH:31][C:32]2[C:41]3[C:36](=[CH:37][CH:38]=[CH:39][CH:40]=3)[CH:35]=[CH:34][CH:33]=2)=[N:28][C:27]=1[C:42]([NH2:44])=[O:43]. The product is [C:1]([NH:4][C:5]1[CH:6]=[CH:7][C:8]([C:9]([NH:25][C:26]2[S:30][C:29]([NH:31][C:32]3[C:41]4[C:36](=[CH:37][CH:38]=[CH:39][CH:40]=4)[CH:35]=[CH:34][CH:33]=3)=[N:28][C:27]=2[C:42]([NH2:44])=[O:43])=[O:11])=[CH:12][CH:13]=1)(=[O:3])[CH3:2]. The yield is 0.290.